Dataset: Full USPTO retrosynthesis dataset with 1.9M reactions from patents (1976-2016). Task: Predict the reactants needed to synthesize the given product. (1) Given the product [F:1][C:2]1[CH:7]=[CH:6][C:5]([CH:8]([C:11]2[CH:12]=[N:13][C:14]([N:17]3[CH2:22][CH2:21][NH:20][CH2:19][CH2:18]3)=[N:15][CH:16]=2)[CH2:9][CH3:10])=[CH:4][CH:3]=1, predict the reactants needed to synthesize it. The reactants are: [F:1][C:2]1[CH:7]=[CH:6][C:5](/[C:8](/[C:11]2[CH:12]=[N:13][C:14]([N:17]3[CH2:22][CH2:21][NH:20][CH2:19][CH2:18]3)=[N:15][CH:16]=2)=[CH:9]\[CH3:10])=[CH:4][CH:3]=1.[H][H]. (2) Given the product [Cl:13][C:14]1[CH:15]=[CH:16][C:17]([CH2:20][CH:21]([CH2:27][C:28]([O:30][C:31]([CH3:34])([CH3:33])[CH3:32])=[O:29])[C:22]([O:24][CH3:25])=[O:23])=[CH:18][CH:19]=1, predict the reactants needed to synthesize it. The reactants are: [Li]CCCC.C(NC(C)C)(C)C.[Cl:13][C:14]1[CH:19]=[CH:18][C:17]([CH2:20][CH2:21][C:22]([O:24][CH3:25])=[O:23])=[CH:16][CH:15]=1.Br[CH2:27][C:28]([O:30][C:31]([CH3:34])([CH3:33])[CH3:32])=[O:29]. (3) Given the product [CH:53]([O:52][C:49]1[CH:50]=[CH:51][C:46]([NH:45][C:6]([N:8]2[CH2:13][CH2:12][CH:11]([C:14]3[C:23]4[C:18](=[CH:19][C:20]([O:24][CH2:25][CH2:26][CH2:27][N:28]5[CH2:32][CH2:31][CH2:30][C:29]5=[O:33])=[CH:21][CH:22]=4)[N:17]=[CH:16][N:15]=3)[CH2:10][CH2:9]2)=[O:7])=[CH:47][CH:48]=1)([CH3:55])[CH3:54], predict the reactants needed to synthesize it. The reactants are: C(O[C:6]([N:8]1[CH2:13][CH2:12][CH:11]([C:14]2[C:23]3[C:18](=[CH:19][C:20]([O:24][CH2:25][CH2:26][CH2:27][N:28]4[CH2:32][CH2:31][CH2:30][C:29]4=[O:33])=[CH:21][CH:22]=3)[N:17]=[CH:16][N:15]=2)[CH2:10][CH2:9]1)=[O:7])(C)(C)C.[N+](C1C=CC(OC(=O)[NH:45][C:46]2[CH:51]=[CH:50][C:49]([O:52][CH:53]([CH3:55])[CH3:54])=[CH:48][CH:47]=2)=CC=1)([O-])=O.CCN(C(C)C)C(C)C. (4) Given the product [CH:38]1([C:41]2[C:42]([O:52][CH2:53][CH:54]3[CH2:55][CH2:56][N:57]([C:9]4([C:4]5[CH:3]=[C:2]([Cl:1])[CH:7]=[C:6]([Cl:8])[CH:5]=5)[CH2:12][O:11][CH2:10]4)[CH2:58][CH2:59]3)=[CH:43][C:44]([F:51])=[C:45]([CH:50]=2)[C:46]([O:48][CH3:49])=[O:47])[CH2:40][CH2:39]1, predict the reactants needed to synthesize it. The reactants are: [Cl:1][C:2]1[CH:3]=[C:4]([C:9]2(O)[CH2:12][O:11][CH2:10]2)[CH:5]=[C:6]([Cl:8])[CH:7]=1.CCN(C(C)C)C(C)C.FC(F)(F)S(OS(C(F)(F)F)(=O)=O)(=O)=O.[CH:38]1([C:41]2[C:42]([O:52][CH2:53][CH:54]3[CH2:59][CH2:58][NH:57][CH2:56][CH2:55]3)=[CH:43][C:44]([F:51])=[C:45]([CH:50]=2)[C:46]([O:48][CH3:49])=[O:47])[CH2:40][CH2:39]1.